Dataset: Reaction yield outcomes from USPTO patents with 853,638 reactions. Task: Predict the reaction yield, written as a fraction of the theoretical maximum amount of product (1.0 means a 100% yield; for example, 0.34 means a 34% yield). (1) The reactants are O[Li].O.C[O:5][C:6](=[O:21])[C:7]1[CH:12]=[C:11]([C:13]2[CH:18]=[CH:17][C:16]([CH3:19])=[CH:15][N:14]=2)[CH:10]=[C:9]([I:20])[CH:8]=1. The catalyst is O.C1COCC1. The product is [I:20][C:9]1[CH:8]=[C:7]([CH:12]=[C:11]([C:13]2[CH:18]=[CH:17][C:16]([CH3:19])=[CH:15][N:14]=2)[CH:10]=1)[C:6]([OH:21])=[O:5]. The yield is 0.930. (2) The reactants are C[Al](C)C.[Cl-].[NH4+:6].[CH2:7]([O:9][C:10]1[CH:17]=[CH:16][C:15]([S:18]([N:21]2[CH2:26][CH2:25][N:24]([CH2:27][CH3:28])[CH2:23][CH2:22]2)(=[O:20])=[O:19])=[CH:14][C:11]=1[C:12]#[N:13])[CH3:8]. The catalyst is C1(C)C=CC=CC=1. The product is [CH2:7]([O:9][C:10]1[CH:17]=[CH:16][C:15]([S:18]([N:21]2[CH2:22][CH2:23][N:24]([CH2:27][CH3:28])[CH2:25][CH2:26]2)(=[O:20])=[O:19])=[CH:14][C:11]=1[C:12]([NH2:6])=[NH:13])[CH3:8]. The yield is 0.286. (3) The reactants are [C:1]([O:5][C:6]([NH:8][C:9]1([CH2:12][C:13]([OH:15])=O)[CH2:11][CH2:10]1)=[O:7])([CH3:4])([CH3:3])[CH3:2].[CH2:16]([O:23][N:24]1[C:30](=[O:31])[N:29]2[CH2:32][C@H:25]1[CH2:26][CH2:27][C@H:28]2[C:33]([NH:35][NH2:36])=[O:34])[C:17]1[CH:22]=[CH:21][CH:20]=[CH:19][CH:18]=1.CCN(C(C)C)C(C)C.CN(C(ON1N=NC2C=CC=NC1=2)=[N+](C)C)C.F[P-](F)(F)(F)(F)F. The catalyst is CN(C=O)C. The product is [CH2:16]([O:23][N:24]1[C:30](=[O:31])[N:29]2[CH2:32][C@H:25]1[CH2:26][CH2:27][C@H:28]2[C:33]([NH:35][NH:36][C:13](=[O:15])[CH2:12][C:9]1([NH:8][C:6](=[O:7])[O:5][C:1]([CH3:2])([CH3:3])[CH3:4])[CH2:10][CH2:11]1)=[O:34])[C:17]1[CH:22]=[CH:21][CH:20]=[CH:19][CH:18]=1. The yield is 0.700. (4) The reactants are Br[C:2]1[CH:3]=[C:4]([N:22]([CH2:29][CH3:30])[CH:23]2[CH2:28][CH2:27][O:26][CH2:25][CH2:24]2)[C:5]([CH3:21])=[C:6]([CH:20]=1)[C:7]([NH:9][CH2:10][C:11]1[C:12](=[O:19])[NH:13][C:14]([CH3:18])=[CH:15][C:16]=1[CH3:17])=[O:8].[CH:31]([C:33]1[CH:34]=[C:35](B(O)O)[CH:36]=[CH:37][CH:38]=1)=[O:32].C([O-])([O-])=O.[Na+].[Na+]. The catalyst is O1CCOCC1.O.C1C=CC([P]([Pd]([P](C2C=CC=CC=2)(C2C=CC=CC=2)C2C=CC=CC=2)([P](C2C=CC=CC=2)(C2C=CC=CC=2)C2C=CC=CC=2)[P](C2C=CC=CC=2)(C2C=CC=CC=2)C2C=CC=CC=2)(C2C=CC=CC=2)C2C=CC=CC=2)=CC=1. The product is [CH3:17][C:16]1[CH:15]=[C:14]([CH3:18])[NH:13][C:12](=[O:19])[C:11]=1[CH2:10][NH:9][C:7]([C:6]1[CH:20]=[C:2]([C:37]2[CH:36]=[CH:35][CH:34]=[C:33]([CH:31]=[O:32])[CH:38]=2)[CH:3]=[C:4]([N:22]([CH2:29][CH3:30])[CH:23]2[CH2:28][CH2:27][O:26][CH2:25][CH2:24]2)[C:5]=1[CH3:21])=[O:8]. The yield is 0.640. (5) The reactants are C(N(S(F)(F)[F:7])CC)C.O[CH2:11][C:12]1[N:16]2[C:17](=[O:33])[N:18]([CH:20]3[CH2:25][CH2:24][N:23]([C:26]([O:28][C:29]([CH3:32])([CH3:31])[CH3:30])=[O:27])[CH2:22][CH2:21]3)[CH2:19][C:15]2=[CH:14][N:13]=1. The catalyst is ClCCl. The product is [F:7][CH2:11][C:12]1[N:16]2[C:17](=[O:33])[N:18]([CH:20]3[CH2:25][CH2:24][N:23]([C:26]([O:28][C:29]([CH3:32])([CH3:31])[CH3:30])=[O:27])[CH2:22][CH2:21]3)[CH2:19][C:15]2=[CH:14][N:13]=1. The yield is 0.460. (6) The reactants are [CH3:1][C:2]([C:4]1[CH:9]=[CH:8][C:7]([Cl:10])=[C:6]([Cl:11])[CH:5]=1)=[O:3].Br.[OH2:13]. The catalyst is CS(C)=O. The product is [Cl:11][C:6]1[CH:5]=[C:4]([C:2](=[O:3])[CH:1]=[O:13])[CH:9]=[CH:8][C:7]=1[Cl:10]. The yield is 0.710.